This data is from Catalyst prediction with 721,799 reactions and 888 catalyst types from USPTO. The task is: Predict which catalyst facilitates the given reaction. (1) Reactant: [C:1]([O:5][C:6]([N:8]1[CH2:12][CH2:11][CH:10]([C:13]2[CH:18]=[CH:17][C:16]([NH:19][C:20](OCC)=O)=[CH:15][CH:14]=2)[CH2:9]1)=[O:7])([CH3:4])([CH3:3])[CH3:2].COCCO[AlH2-]OCCOC.[Na+]. Product: [C:1]([O:5][C:6]([N:8]1[CH2:12][CH2:11][CH:10]([C:13]2[CH:18]=[CH:17][C:16]([NH:19][CH3:20])=[CH:15][CH:14]=2)[CH2:9]1)=[O:7])([CH3:4])([CH3:3])[CH3:2]. The catalyst class is: 1. (2) Reactant: Cl.[N:2]12[CH2:9][CH2:8][CH:5]([CH2:6][CH2:7]1)[CH:4]([C:10]([OH:12])=[O:11])[CH2:3]2.C(Cl)CCl.C1C=CC2N(O)N=NC=2C=1.[Cl:27][C:28]1[CH:33]=[CH:32][C:31]([CH:34]([C:36]2[CH:41]=[CH:40][C:39]([Cl:42])=[CH:38][CH:37]=2)O)=[CH:30][CH:29]=1. Product: [N:2]12[CH2:9][CH2:8][CH:5]([CH2:6][CH2:7]1)[CH:4]([C:10]([O:12][CH:34]([C:31]1[CH:32]=[CH:33][C:28]([Cl:27])=[CH:29][CH:30]=1)[C:36]1[CH:37]=[CH:38][C:39]([Cl:42])=[CH:40][CH:41]=1)=[O:11])[CH2:3]2. The catalyst class is: 1. (3) Reactant: [CH3:1][O:2][CH:3]([O:6][CH3:7])[CH2:4][NH2:5].C(=O)([O-])[O-].[K+].[K+].[CH:14]1([CH2:19][CH2:20][CH2:21]I)[CH2:18][CH2:17][CH2:16][CH2:15]1. Product: [CH:14]1([CH2:19][CH2:20][CH2:21][NH:5][CH2:4][CH:3]([O:6][CH3:7])[O:2][CH3:1])[CH2:18][CH2:17][CH2:16][CH2:15]1. The catalyst class is: 9. (4) Reactant: [NH2:1][C:2]1[CH:3]=[CH:4][CH:5]=[C:6]2[C:11]=1[CH2:10][CH:9]([OH:12])[CH2:8][CH2:7]2.[C:13]([O:17][C:18]([NH:20][C:21](=[N:24][C:25]([O:27][C:28]([CH3:31])([CH3:30])[CH3:29])=[O:26])SC)=[O:19])([CH3:16])([CH3:15])[CH3:14].C(N(CC)CC)C. Product: [C:28]([O:27][C:25]([N:24]=[C:21]([NH:20][C:18]([O:17][C:13]([CH3:16])([CH3:15])[CH3:14])=[O:19])[NH:1][C:2]1[C:11]2[CH2:10][CH:9]([OH:12])[CH2:8][CH2:7][C:6]=2[CH:5]=[CH:4][CH:3]=1)=[O:26])([CH3:31])([CH3:30])[CH3:29]. The catalyst class is: 2. (5) Reactant: [Br:1][C:2]1[CH:3]=[C:4]([N+:9]([O-:11])=[O:10])[C:5](Cl)=[N:6][CH:7]=1.[CH3:12][NH2:13]. Product: [Br:1][C:2]1[CH:3]=[C:4]([N+:9]([O-:11])=[O:10])[C:5]([NH:13][CH3:12])=[N:6][CH:7]=1. The catalyst class is: 1. (6) Reactant: C([O:5][C:6]([C:8]1[N:13]=[C:12]([C:14]2[CH2:15][CH2:16][N:17]([CH3:20])[CH2:18][CH:19]=2)[CH:11]=[CH:10][CH:9]=1)=[O:7])(C)(C)C.[ClH:21]. Product: [ClH:21].[CH3:20][N:17]1[CH2:18][CH:19]=[C:14]([C:12]2[CH:11]=[CH:10][CH:9]=[C:8]([C:6]([OH:7])=[O:5])[N:13]=2)[CH2:15][CH2:16]1. The catalyst class is: 6. (7) Reactant: C([O:5][C:6](=[O:38])[CH2:7][N:8]1[CH:12]([CH2:13][OH:14])[C:11]2[CH:15]=[C:16]([C:19]3[C:27]4[C:22](=[CH:23][C:24]([F:28])=[CH:25][CH:26]=4)[N:21](C(OC(C)(C)C)=O)[CH:20]=3)[CH:17]=[CH:18][C:10]=2[S:9]1(=[O:37])=[O:36])(C)(C)C. Product: [F:28][C:24]1[CH:23]=[C:22]2[C:27]([C:19]([C:16]3[CH:17]=[CH:18][C:10]4[S:9](=[O:37])(=[O:36])[N:8]([CH2:7][C:6]([OH:38])=[O:5])[CH:12]([CH2:13][OH:14])[C:11]=4[CH:15]=3)=[CH:20][NH:21]2)=[CH:26][CH:25]=1. The catalyst class is: 67. (8) Reactant: [CH3:1][O:2][C:3]([C:5]1[S:6][C:7]([CH2:10][CH2:11][CH2:12][C@H:13]2[CH2:17][CH2:16][CH:15]=[C:14]2[C:18]2[CH:23]=[CH:22][C:21]([C@H:24]([O:30]C(=O)C3C=CC([N+]([O-])=O)=CC=3)[CH2:25][CH2:26][CH2:27][CH2:28][CH3:29])=[CH:20][CH:19]=2)=[CH:8][CH:9]=1)=[O:4].C([O-])([O-])=O.[K+].[K+].C1COCC1.Cl. Product: [CH3:1][O:2][C:3]([C:5]1[S:6][C:7]([CH2:10][CH2:11][CH2:12][C@H:13]2[CH2:17][CH2:16][CH:15]=[C:14]2[C:18]2[CH:19]=[CH:20][C:21]([C@H:24]([OH:30])[CH2:25][CH2:26][CH2:27][CH2:28][CH3:29])=[CH:22][CH:23]=2)=[CH:8][CH:9]=1)=[O:4]. The catalyst class is: 5. (9) Reactant: [C:1]([CH2:4][N:5]1[CH2:10][CH2:9][N:8](C(OCC2C=CC=CC=2)=O)[CH2:7][CH2:6]1)(=[O:3])[CH3:2]. Product: [C:1]([CH2:4][N:5]1[CH2:10][CH2:9][NH:8][CH2:7][CH2:6]1)(=[O:3])[CH3:2]. The catalyst class is: 63. (10) Reactant: Br[C:2]1[CH:14]=[C:13]([Cl:15])[CH:12]=[CH:11][C:3]=1[O:4][CH:5]1[CH2:10][CH2:9][CH2:8][CH2:7][O:6]1.CC1(C)C(C)(C)OB([C:24]2[CH:41]=[CH:40][C:27]([O:28][CH2:29][C:30]3[CH:39]=[CH:38][C:37]4[C:32](=[CH:33][CH:34]=[CH:35][CH:36]=4)[N:31]=3)=[CH:26][CH:25]=2)O1.C([O-])([O-])=O.[Na+].[Na+]. Product: [Cl:15][C:13]1[CH:12]=[CH:11][C:3]([O:4][CH:5]2[CH2:10][CH2:9][CH2:8][CH2:7][O:6]2)=[C:2]([C:24]2[CH:25]=[CH:26][C:27]([O:28][CH2:29][C:30]3[CH:39]=[CH:38][C:37]4[C:32](=[CH:33][CH:34]=[CH:35][CH:36]=4)[N:31]=3)=[CH:40][CH:41]=2)[CH:14]=1. The catalyst class is: 12.